Dataset: Experimental lipophilicity measurements (octanol/water distribution) for 4,200 compounds from AstraZeneca. Task: Regression/Classification. Given a drug SMILES string, predict its absorption, distribution, metabolism, or excretion properties. Task type varies by dataset: regression for continuous measurements (e.g., permeability, clearance, half-life) or binary classification for categorical outcomes (e.g., BBB penetration, CYP inhibition). For this dataset (lipophilicity_astrazeneca), we predict Y. (1) The compound is Cc1nn(-c2ccccc2)c(NS(=O)(=O)C2CCCCC2)c1C(=O)N[C@@H](C)C(C)(C)C. The Y is 1.75 logD. (2) The molecule is Cc1ccc(F)c(Nc2ccnc(Nc3ccc(S(N)(=O)=O)cc3)n2)c1. The Y is 3.10 logD. (3) The compound is CCC(CC)NC(=O)c1cnn(-c2ccccc2Cl)c1NS(=O)(=O)c1ccc(C)cc1. The Y is 0.650 logD. (4) The molecule is CN(C)S(=O)(=O)c1ccc2c(C(=O)NC[C@@H](O)CN3CCC(Oc4ccc(Cl)c(Cl)c4)CC3)c[nH]c(=O)c2c1. The Y is 3.13 logD. (5) The drug is C=CCn1c(=O)c2c(-c3cncn3C)n(Cc3ccnc4ccc(Cl)cc34)nc2n(CC2CC2)c1=O. The Y is 3.62 logD. (6) The compound is O=C(OC1CN2CCC1CC2)C(O)(c1ccccc1)c1ccccc1. The Y is 1.19 logD. (7) The drug is COc1cc(OC)cc(-c2ccc(NC(=O)OCc3ccccc3)c(=O)n2CC(=O)NC(C(=O)C(F)(F)F)C(C)C)c1. The Y is 2.26 logD. (8) The drug is COc1cc(OC)c(S(=O)(=O)N2c3ccccc3CCC2C)cc1NC(=O)Cc1ccnc(F)c1. The Y is 2.49 logD. (9) The compound is CCN(CC)CCNC(=O)c1c(C)[nH]c(/C=C2\C(=O)Nc3ccc(F)cc32)c1C. The Y is 2.26 logD. (10) The drug is Oc1ccc(C(c2ccc(O)cc2)C(Cl)(Cl)Cl)cc1. The Y is 3.86 logD.